Dataset: Forward reaction prediction with 1.9M reactions from USPTO patents (1976-2016). Task: Predict the product of the given reaction. (1) The product is: [F:1][C:2]1[C:7]([O:8][CH3:9])=[CH:6][C:5]([O:10][CH3:11])=[C:4]([F:12])[C:3]=1[N:13]1[CH2:18][C:17]2[CH:19]=[N:20][C:21]3[NH:25][C:24]([CH2:26][CH2:27][CH2:28][N:37]4[CH2:38][CH2:39][N:34]([CH2:32][CH3:33])[CH2:35][CH2:36]4)=[CH:23][C:22]=3[C:16]=2[N:15]([CH3:30])[C:14]1=[O:31]. Given the reactants [F:1][C:2]1[C:7]([O:8][CH3:9])=[CH:6][C:5]([O:10][CH3:11])=[C:4]([F:12])[C:3]=1[N:13]1[CH2:18][C:17]2[CH:19]=[N:20][C:21]3[NH:25][C:24]([CH2:26][CH2:27][CH:28]=O)=[CH:23][C:22]=3[C:16]=2[N:15]([CH3:30])[C:14]1=[O:31].[CH2:32]([N:34]1[CH2:39][CH2:38][NH:37][CH2:36][CH2:35]1)[CH3:33].C(O)(=O)C.C([BH3-])#N.[Na+], predict the reaction product. (2) Given the reactants Cl.[Br:2][C:3]1[CH:4]=[C:5]2[C:9](=[CH:10][C:11]=1[F:12])[CH2:8][C:7]1([CH2:17][CH2:16][CH:15]([O:18][CH3:19])[CH2:14][CH2:13]1)[C:6]2=[N:20]S(C(C)(C)C)=O.CCOCC, predict the reaction product. The product is: [Br:2][C:3]1[CH:4]=[C:5]2[C:9]([CH2:8][C:7]3([CH2:17][CH2:16][CH:15]([O:18][CH3:19])[CH2:14][CH2:13]3)[C:6]2=[NH:20])=[CH:10][C:11]=1[F:12]. (3) Given the reactants C1(CC([C:10]2[CH:15]=[CH:14][C:13]([C:16]3([NH:24][C:25](=[O:31])[O:26][C:27]([CH3:30])([CH3:29])[CH3:28])[CH2:19][C:18]4([O:23][CH2:22][CH2:21][O:20]4)[CH2:17]3)=[CH:12][CH:11]=2)=O)C=CC=CC=1.C(=O)([O-])[O-].[K+].[K+].[Cl:38][C:39]1[C:44]([CH:45]=O)=[C:43]([NH:47][C:48](=O)OC(C)(C)C)[CH:42]=[CH:41][N:40]=1.C(=O)(O)[O-].[Na+], predict the reaction product. The product is: [Cl:38][C:39]1[N:40]=[CH:41][CH:42]=[C:43]2[C:44]=1[CH:45]=[C:16]([C:13]1[CH:14]=[CH:15][CH:10]=[CH:11][CH:12]=1)[C:48]([C:10]1[CH:15]=[CH:14][C:13]([C:16]3([NH:24][C:25](=[O:31])[O:26][C:27]([CH3:30])([CH3:29])[CH3:28])[CH2:19][C:18]4([O:20][CH2:21][CH2:22][O:23]4)[CH2:17]3)=[CH:12][CH:11]=1)=[N:47]2. (4) The product is: [F:15][C:16]1[CH:21]=[CH:20][C:19]([CH2:22][N:23]2[CH:7]=[CH:6][C:5]3[C:10](=[CH:11][CH:12]=[CH:13][C:4]=3[N+:1]([O-:3])=[O:2])[C:9]2=[O:14])=[CH:18][CH:17]=1. Given the reactants [N+:1]([C:4]1[CH:13]=[CH:12][CH:11]=[C:10]2[C:5]=1[CH:6]=[CH:7]O[C:9]2=[O:14])([O-:3])=[O:2].[F:15][C:16]1[CH:21]=[CH:20][C:19]([CH2:22][NH2:23])=[CH:18][CH:17]=1.CO, predict the reaction product. (5) Given the reactants [Cl:1][C:2]1[CH:3]=[C:4]([S:18](Cl)(=[O:20])=[O:19])[CH:5]=[CH:6][C:7]=1[NH:8][C:9](=[O:17])[C@:10]([OH:16])([CH3:15])[C:11]([F:14])([F:13])[F:12].N1C=CC=CC=1.[NH2:28][C:29]1[CH:34]=[CH:33][CH:32]=[CH:31][C:30]=1[S:35]([NH2:38])(=[O:37])=[O:36].CCCC(C)C, predict the reaction product. The product is: [Cl:1][C:2]1[CH:3]=[C:4]([S:18](=[O:20])(=[O:19])[NH:28][C:29]2[CH:34]=[CH:33][CH:32]=[CH:31][C:30]=2[S:35](=[O:37])(=[O:36])[NH2:38])[CH:5]=[CH:6][C:7]=1[NH:8][C:9](=[O:17])[C@:10]([OH:16])([CH3:15])[C:11]([F:14])([F:13])[F:12]. (6) Given the reactants O.[CH3:2][C:3]1[CH:8]=[CH:7][C:6]([S:9]([OH:12])(=[O:11])=[O:10])=[CH:5][CH:4]=1.[F:13][C:14]1[CH:19]=[CH:18][CH:17]=[C:16]([F:20])[C:15]=1[N:21]1[C:26]2[N:27]=[C:28]([NH:39][CH:40]([CH2:43][OH:44])[CH2:41][OH:42])[N:29]=[C:30]([C:31]3[CH:36]=[CH:35][C:34]([F:37])=[CH:33][C:32]=3[CH3:38])[C:25]=2[CH:24]=[CH:23][C:22]1=[O:45], predict the reaction product. The product is: [CH3:2][C:3]1[CH:4]=[CH:5][C:6]([S:9]([OH:12])(=[O:11])=[O:10])=[CH:7][CH:8]=1.[F:13][C:14]1[CH:19]=[CH:18][CH:17]=[C:16]([F:20])[C:15]=1[N:21]1[C:26]2[N:27]=[C:28]([NH:39][CH:40]([CH2:41][OH:42])[CH2:43][OH:44])[N:29]=[C:30]([C:31]3[CH:36]=[CH:35][C:34]([F:37])=[CH:33][C:32]=3[CH3:38])[C:25]=2[CH:24]=[CH:23][C:22]1=[O:45]. (7) Given the reactants [CH2:1]([C:8]1[S:12][C:11]([NH:13][C:14]([C:16]2[CH:21]=[CH:20][C:19]([C@H:22]3[CH2:27][CH2:26][C@H:25](/[CH:28]=[CH:29]/[C:30]([O:32]C(C)(C)C)=[O:31])[CH2:24][CH2:23]3)=[CH:18][CH:17]=2)=[O:15])=[N:10][N:9]=1)[C:2]1[CH:7]=[CH:6][CH:5]=[CH:4][CH:3]=1.FC(F)(F)C(O)=O, predict the reaction product. The product is: [CH2:1]([C:8]1[S:12][C:11]([NH:13][C:14]([C:16]2[CH:17]=[CH:18][C:19]([C@H:22]3[CH2:27][CH2:26][C@H:25](/[CH:28]=[CH:29]/[C:30]([OH:32])=[O:31])[CH2:24][CH2:23]3)=[CH:20][CH:21]=2)=[O:15])=[N:10][N:9]=1)[C:2]1[CH:7]=[CH:6][CH:5]=[CH:4][CH:3]=1. (8) Given the reactants C[O:2][C:3]([C:5]1[CH:6]=[C:7]([Cl:33])[CH:8]=[C:9]2[C:14]=1[NH:13][CH:12]([C:15]1[CH:16]=[C:17]([C:21]3[CH:26]=[CH:25][C:24]([C:27]([CH3:30])([CH3:29])[CH3:28])=[CH:23][CH:22]=3)[CH:18]=[CH:19][CH:20]=1)[C:11]([CH3:32])([CH3:31])[CH2:10]2)=[O:4].[OH-].[Na+].Cl, predict the reaction product. The product is: [C:27]([C:24]1[CH:23]=[CH:22][C:21]([C:17]2[CH:18]=[CH:19][CH:20]=[C:15]([CH:12]3[C:11]([CH3:31])([CH3:32])[CH2:10][C:9]4[C:14](=[C:5]([C:3]([OH:4])=[O:2])[CH:6]=[C:7]([Cl:33])[CH:8]=4)[NH:13]3)[CH:16]=2)=[CH:26][CH:25]=1)([CH3:28])([CH3:29])[CH3:30].